Predict the product of the given reaction. From a dataset of Forward reaction prediction with 1.9M reactions from USPTO patents (1976-2016). (1) Given the reactants [F:1][C:2]([F:13])([F:12])[C:3]1[CH:8]=[CH:7][C:6]([C:9](=[O:11])[CH3:10])=[CH:5][CH:4]=1.CO[C:16]([N:20]([CH3:22])[CH3:21])(OC)[CH3:17], predict the reaction product. The product is: [CH3:21][N:20]([CH3:22])[C:16]([CH3:17])=[CH:10][C:9]([C:6]1[CH:5]=[CH:4][C:3]([C:2]([F:12])([F:13])[F:1])=[CH:8][CH:7]=1)=[O:11]. (2) Given the reactants [NH2:1][C:2]1[C:7]([C:8]([OH:11])([CH3:10])[CH3:9])=[CH:6][CH:5]=[C:4]([CH2:12][CH2:13][CH2:14][CH2:15][CH2:16][N:17]2[CH2:22][CH2:21][N:20]([C:23]3[CH:28]=[CH:27][CH:26]=[C:25]([Cl:29])[C:24]=3[Cl:30])[CH2:19][CH2:18]2)[N:3]=1.CCN(CC)CC.[C:38](Cl)(Cl)=[O:39].CO, predict the reaction product. The product is: [Cl:30][C:24]1[C:25]([Cl:29])=[CH:26][CH:27]=[CH:28][C:23]=1[N:20]1[CH2:19][CH2:18][N:17]([CH2:16][CH2:15][CH2:14][CH2:13][CH2:12][C:4]2[CH:5]=[CH:6][C:7]3[C:8]([CH3:10])([CH3:9])[O:11][C:38](=[O:39])[NH:1][C:2]=3[N:3]=2)[CH2:22][CH2:21]1. (3) Given the reactants [H-].[Al+3].[Li+].[H-].[H-].[H-].[CH:7]12[CH2:13][CH:12]1[CH2:11][CH2:10][CH:9]([C:14](OC)=[O:15])[CH2:8]2, predict the reaction product. The product is: [CH:7]12[CH2:13][CH:12]1[CH2:11][CH2:10][CH:9]([CH2:14][OH:15])[CH2:8]2. (4) Given the reactants [NH:1]1[CH:5]=[CH:4][N:3]=[C:2]1[CH2:6][NH:7][CH2:8][C:9]1[CH:27]=[CH:26][C:12]2[S:13][C:14]([CH2:16][CH2:17][CH2:18][N:19]([CH2:23][CH2:24][CH3:25])[CH2:20][CH2:21][CH3:22])=[CH:15][C:11]=2[CH:10]=1.[CH3:28][N:29]1[CH:33]=[CH:32][N:31]=[C:30]1[CH:34]=O.C([BH3-])#N.[Na+].C(O)(=O)C, predict the reaction product. The product is: [NH:1]1[CH:5]=[CH:4][N:3]=[C:2]1[CH2:6][N:7]([CH2:8][C:9]1[CH:27]=[CH:26][C:12]2[S:13][C:14]([CH2:16][CH2:17][CH2:18][N:19]([CH2:20][CH2:21][CH3:22])[CH2:23][CH2:24][CH3:25])=[CH:15][C:11]=2[CH:10]=1)[CH2:34][C:30]1[N:29]([CH3:28])[CH:33]=[CH:32][N:31]=1. (5) Given the reactants [I:1][C:2]1[CH:3]=[C:4]2[C:8](=[CH:9][CH:10]=1)[NH:7][CH:6]=[CH:5]2.[C:11](O[C:11]([O:13][C:14]([CH3:17])([CH3:16])[CH3:15])=[O:12])([O:13][C:14]([CH3:17])([CH3:16])[CH3:15])=[O:12], predict the reaction product. The product is: [C:14]([O:13][C:11]([N:7]1[C:8]2[C:4](=[CH:3][C:2]([I:1])=[CH:10][CH:9]=2)[CH:5]=[CH:6]1)=[O:12])([CH3:17])([CH3:16])[CH3:15]. (6) Given the reactants [C:1]([O:5][C:6](=[O:20])[C:7]1[CH:12]=[CH:11][CH:10]=[C:9]([C:13]2[CH:18]=[CH:17][C:16]([CH3:19])=[CH:15][CH:14]=2)[CH:8]=1)([CH3:4])([CH3:3])[CH3:2].C1C(=O)N([Br:28])C(=O)C1.C(OOC(=O)C1C=CC=CC=1)(=O)C1C=CC=CC=1, predict the reaction product. The product is: [C:1]([O:5][C:6]([C:7]1[CH:8]=[C:9]([C:13]2[CH:18]=[CH:17][C:16]([CH2:19][Br:28])=[CH:15][CH:14]=2)[CH:10]=[CH:11][CH:12]=1)=[O:20])([CH3:4])([CH3:3])[CH3:2].